Task: Binary Classification. Given a miRNA mature sequence and a target amino acid sequence, predict their likelihood of interaction.. Dataset: Experimentally validated miRNA-target interactions with 360,000+ pairs, plus equal number of negative samples (1) The miRNA is hsa-miR-518c-3p with sequence CAAAGCGCUUCUCUUUAGAGUGU. The protein sequence of the target gene is MDDQGCPRCKTTKYRNPSLKLMVNVCGHTLCESCVDLLFVRGAGNCPECGTPLRKSNFRVQLFEDPTVDKEVEIRKKVLKIYNKREEDFPSLREYNDFLEEVEEIVFNLTNNVDLDNTKKKMEIYQKENKDVIQKNKLKLTREQEELEEALEVERQENEQRRLFIQKEEQLQQILKRKNKQAFLDELESSDLPVALLLAQHKDRSTQLEMQLEKPKPVKPVTFSTGIKMGQHISLAPIHKLEEALYEYQPLQIETYGPHVPELEMLGRLGYLNHVRAASPQDLAGGYTSSLACHRALQDA.... Result: 0 (no interaction). (2) The miRNA is hsa-miR-4705 with sequence UCAAUCACUUGGUAAUUGCUGU. The protein sequence of the target gene is MGKIESNERVILNVGGTRHETYRSTLKTLPGTRLALLASSEPQGDCLTAAGDKLQPLPPPLSPPPRPPPLSPVPSGCFEGGAGNCSSHGGNGGNGGSDHPGGGREFFFDRHPGVFAYVLNYYRTGKLHCPADVCGPLFEEELAFWGIDETDVEPCCWMTYRQHRDAEEALDIFETPDLIGGDPGDDEDLAAKRLGIEDAAGLGGPDGKSGRWRKLQPRMWALFEDPYSSRAARFIAFASLFFILVSITTFCLETHEAFNIVKNKTEPVINGTSPVLQYEIETDPALTYVEGVCVVWFTFE.... Result: 0 (no interaction). (3) The miRNA is hsa-miR-8052 with sequence CGGGACUGUAGAGGGCAUGAGC. The protein sequence of the target gene is MDAVAFEDVAVNFTQEEWALLGPSQKNLYRYVMQETIRNLDCIRMIWEEQNTEDQYKNPRRNLRCHMVERFSESKDSSQCGETFSLIRDSIVNNSICPGEDPCQSAECEEVIMGHLSLNSHIRVDSGHKPHEYQEYGEKPHTHKQRGKAFSYHHSFQSRGRPHTGKKRYECKECGKTFSSRRNLRRHMVVQGGNRPYKCKLCGKAFFWPSLLRMHERTHTGEKPYECKQCSKAFPFYSSYRRHERMHTGEKPYECKQCSKALPDSSSYIRHERTHTGEKPYTCKQCGKAFSVSSSLRRHE.... Result: 1 (interaction).